From a dataset of Forward reaction prediction with 1.9M reactions from USPTO patents (1976-2016). Predict the product of the given reaction. (1) Given the reactants [Cl:1][C:2]1[CH:3]=[C:4]([C:8]([C:15]2[CH:19]=[CH:18][O:17][CH:16]=2)([O:10][Si:11]([CH3:14])([CH3:13])[CH3:12])[CH3:9])[CH:5]=[CH:6][CH:7]=1.[Li]C(C)(C)C.CCCCC.CN([CH:33]=[O:34])C.[NH4+].[Cl-], predict the reaction product. The product is: [Cl:1][C:2]1[CH:3]=[C:4]([C:8]([C:15]2[CH:19]=[C:18]([CH:33]=[O:34])[O:17][CH:16]=2)([O:10][Si:11]([CH3:14])([CH3:12])[CH3:13])[CH3:9])[CH:5]=[CH:6][CH:7]=1. (2) Given the reactants Cl[C:2]1[N:7]=[C:6]([NH:8][CH3:9])[N:5]=[C:4]([N:10]2[C@H:15]([CH3:16])[CH2:14][CH2:13][C@H:12]([C:17]([NH:19][CH2:20][C:21]3[CH:26]=[CH:25][CH:24]=[CH:23][CH:22]=3)=[O:18])[CH2:11]2)[CH:3]=1.[C:27]([C:29]1[C:34]([F:35])=[CH:33][C:32](B(O)O)=[CH:31][C:30]=1[F:39])#[N:28].C1(P(C2CCCCC2)C2CCCCC2)CCCCC1.[O-]P([O-])([O-])=O.[K+].[K+].[K+], predict the reaction product. The product is: [C:27]([C:29]1[C:34]([F:35])=[CH:33][C:32]([C:2]2[N:7]=[C:6]([NH:8][CH3:9])[N:5]=[C:4]([N:10]3[C@H:15]([CH3:16])[CH2:14][CH2:13][C@H:12]([C:17]([NH:19][CH2:20][C:21]4[CH:26]=[CH:25][CH:24]=[CH:23][CH:22]=4)=[O:18])[CH2:11]3)[CH:3]=2)=[CH:31][C:30]=1[F:39])#[N:28]. (3) Given the reactants Cl.[CH2:2]([O:9][C:10](=[O:16])[C@@H:11]1[CH2:15][CH2:14][CH2:13][NH:12]1)[C:3]1[CH:8]=[CH:7][CH:6]=[CH:5][CH:4]=1.C(N(CC)CC)C.Cl[C:25]([O:27][CH2:28][Cl:29])=[O:26], predict the reaction product. The product is: [N:12]1([C:25]([O:27][CH2:28][Cl:29])=[O:26])[CH2:13][CH2:14][CH2:15][C@H:11]1[C:10]([O:9][CH2:2][C:3]1[CH:4]=[CH:5][CH:6]=[CH:7][CH:8]=1)=[O:16]. (4) Given the reactants Br[C:2]1[C:10]2[N:9]3[CH2:11][CH2:12][NH:13][C:14](=[O:15])[C:8]3=[C:7]([CH3:16])[C:6]=2[CH:5]=[C:4]([Cl:17])[CH:3]=1.[O:18]1[C:22]2[CH:23]=[CH:24][C:25](B(O)O)=[CH:26][C:21]=2[O:20][CH2:19]1, predict the reaction product. The product is: [O:18]1[C:22]2[CH:23]=[CH:24][C:25]([C:2]3[C:10]4[N:9]5[CH2:11][CH2:12][NH:13][C:14](=[O:15])[C:8]5=[C:7]([CH3:16])[C:6]=4[CH:5]=[C:4]([Cl:17])[CH:3]=3)=[CH:26][C:21]=2[O:20][CH2:19]1. (5) Given the reactants [Cl:1][C:2]1[C:11]([C:12]2[CH:17]=[CH:16][CH:15]=[CH:14][C:13]=2[CH2:18][S:19]([CH3:22])(=[O:21])=[O:20])=[CH:10][C:9]([O:23]COCCOC)=[C:8]2[C:3]=1[C:4](=[O:36])[N:5](COCCOC)[CH:6]=[N:7]2.FC(F)(F)C(O)=O, predict the reaction product. The product is: [Cl:1][C:2]1[C:11]([C:12]2[CH:17]=[CH:16][CH:15]=[CH:14][C:13]=2[CH2:18][S:19]([CH3:22])(=[O:21])=[O:20])=[CH:10][C:9]([OH:23])=[C:8]2[C:3]=1[C:4](=[O:36])[NH:5][CH:6]=[N:7]2.